From a dataset of Full USPTO retrosynthesis dataset with 1.9M reactions from patents (1976-2016). Predict the reactants needed to synthesize the given product. Given the product [C:24]1([S:21]([C:20]2[N:19]([CH3:30])[CH:18]=[N:17][C:16]=2[CH2:15][C:7]2[C:8]3[C:13](=[CH:12][CH:11]=[C:10]([F:14])[CH:9]=3)[N:5]([CH2:4][C:3]([OH:32])=[O:2])[C:6]=2[CH3:31])(=[O:23])=[O:22])[CH:29]=[CH:28][CH:27]=[CH:26][CH:25]=1, predict the reactants needed to synthesize it. The reactants are: C[O:2][C:3](=[O:32])[CH2:4][N:5]1[C:13]2[C:8](=[CH:9][C:10]([F:14])=[CH:11][CH:12]=2)[C:7]([CH2:15][C:16]2[N:17]=[CH:18][N:19]([CH3:30])[C:20]=2[S:21]([C:24]2[CH:29]=[CH:28][CH:27]=[CH:26][CH:25]=2)(=[O:23])=[O:22])=[C:6]1[CH3:31].CO.[OH-].[Na+].